From a dataset of HIV replication inhibition screening data with 41,000+ compounds from the AIDS Antiviral Screen. Binary Classification. Given a drug SMILES string, predict its activity (active/inactive) in a high-throughput screening assay against a specified biological target. (1) The drug is CN(C)c1ccc(N=C2C=CC(=O)c3ccccc32)cc1. The result is 0 (inactive). (2) The compound is COC(=O)C1ON2C(C1C(=O)OC)C(C)(C)N(O)C2(C)C. The result is 0 (inactive). (3) The molecule is COc1cccc2c1-c1nc(N)c3c(OC)cccc3c1C2=O. The result is 0 (inactive). (4) The compound is CC=NNC1=Nc2ccc(Cl)cc2C(c2ccccc2)=NN1C. The result is 0 (inactive). (5) The molecule is COc1ccc(C2C(Cl)C(=O)N2c2ccc(OC)cc2)cc1. The result is 0 (inactive).